This data is from Forward reaction prediction with 1.9M reactions from USPTO patents (1976-2016). The task is: Predict the product of the given reaction. Given the reactants [CH2:1]([N:8]1[CH2:14][CH:13]([C:15]2[CH:20]=[CH:19][C:18]([Cl:21])=[C:17]([Cl:22])[CH:16]=2)[CH:12]([CH2:23][OH:24])[O:11][CH2:10][CH2:9]1)[C:2]1[CH:7]=[CH:6][CH:5]=[CH:4][CH:3]=1.C(N(CC)CC)C.[Si:32](Cl)([C:35]([CH3:38])([CH3:37])[CH3:36])([CH3:34])[CH3:33].O, predict the reaction product. The product is: [CH2:1]([N:8]1[CH2:14][CH:13]([C:15]2[CH:20]=[CH:19][C:18]([Cl:21])=[C:17]([Cl:22])[CH:16]=2)[CH:12]([CH2:23][O:24][Si:32]([C:35]([CH3:38])([CH3:37])[CH3:36])([CH3:34])[CH3:33])[O:11][CH2:10][CH2:9]1)[C:2]1[CH:7]=[CH:6][CH:5]=[CH:4][CH:3]=1.